From a dataset of NCI-60 drug combinations with 297,098 pairs across 59 cell lines. Regression. Given two drug SMILES strings and cell line genomic features, predict the synergy score measuring deviation from expected non-interaction effect. (1) Synergy scores: CSS=36.6, Synergy_ZIP=-3.01, Synergy_Bliss=-6.11, Synergy_Loewe=-10.5, Synergy_HSA=-3.57. Drug 2: C(CCl)NC(=O)N(CCCl)N=O. Drug 1: CC1OCC2C(O1)C(C(C(O2)OC3C4COC(=O)C4C(C5=CC6=C(C=C35)OCO6)C7=CC(=C(C(=C7)OC)O)OC)O)O. Cell line: NCI-H460. (2) Drug 1: C1CCN(CC1)CCOC2=CC=C(C=C2)C(=O)C3=C(SC4=C3C=CC(=C4)O)C5=CC=C(C=C5)O. Drug 2: CC12CCC(CC1=CCC3C2CCC4(C3CC=C4C5=CN=CC=C5)C)O. Cell line: TK-10. Synergy scores: CSS=0.739, Synergy_ZIP=1.61, Synergy_Bliss=2.33, Synergy_Loewe=0.508, Synergy_HSA=0.439. (3) Drug 1: CCC1=C2CN3C(=CC4=C(C3=O)COC(=O)C4(CC)O)C2=NC5=C1C=C(C=C5)O. Drug 2: C1=NC2=C(N1)C(=S)N=CN2. Cell line: OVCAR-5. Synergy scores: CSS=28.9, Synergy_ZIP=-5.20, Synergy_Bliss=1.93, Synergy_Loewe=3.72, Synergy_HSA=3.94. (4) Drug 1: CC12CCC(CC1=CCC3C2CCC4(C3CC=C4C5=CN=CC=C5)C)O. Drug 2: CCN(CC)CCNC(=O)C1=C(NC(=C1C)C=C2C3=C(C=CC(=C3)F)NC2=O)C. Cell line: SK-MEL-2. Synergy scores: CSS=2.60, Synergy_ZIP=2.38, Synergy_Bliss=6.33, Synergy_Loewe=0.0925, Synergy_HSA=0.985.